Dataset: Reaction yield outcomes from USPTO patents with 853,638 reactions. Task: Predict the reaction yield, written as a fraction of the theoretical maximum amount of product (1.0 means a 100% yield; for example, 0.34 means a 34% yield). (1) The reactants are C([O:8][C:9](=O)[C@@H:10]([NH:19][C:20]([O:22][C:23]([CH3:26])([CH3:25])[CH3:24])=[O:21])[CH2:11][CH2:12][C:13](=O)[CH2:14][CH2:15][CH:16]=[CH2:17])C1C=CC=CC=1.C1([SiH](C2C=CC=CC=2)C2C=CC=CC=2)C=CC=CC=1.FC1C(B(C2C(F)=C(F)C(F)=C(F)C=2F)C2C(F)=C(F)C(F)=C(F)C=2F)=C(F)C(F)=C(F)C=1F.C(OC(N1[C@@H](CCC=C)CC[C@H]1C(OCC1C=CC=CC=1)=O)=O)(C)(C)C.[H-].[Al+3].[Li+].[H-].[H-].[H-]. The catalyst is C(Cl)Cl.C1COCC1. The product is [C:23]([O:22][C:20]([N:19]1[C@H:10]([CH2:9][OH:8])[CH2:11][CH2:12][C@@H:13]1[CH2:14][CH2:15][CH:16]=[CH2:17])=[O:21])([CH3:26])([CH3:25])[CH3:24]. The yield is 0.820. (2) The reactants are [H-].[Al+3].[Li+].[H-].[H-].[H-].[N:7]1[CH:12]=[CH:11][C:10]([CH2:13][CH2:14][C:15](=[N:17]O)[CH3:16])=[CH:9][CH:8]=1.[OH-].[Na+].C(=O)(OC(C)(C)C)OC(C)(C)C. The catalyst is CCOCC.C(Cl)(Cl)Cl.C(OCC)(=O)C. The product is [NH2:17][CH:15]([CH3:16])[CH2:14][CH2:13][C:10]1[CH:9]=[CH:8][N:7]=[CH:12][CH:11]=1. The yield is 0.320. (3) The reactants are [NH2:1][C:2](=O)[CH2:3][CH2:4][C:5]1[CH:10]=[CH:9][N:8]=[C:7]([NH:11][C:12](=[O:18])[O:13][C:14]([CH3:17])([CH3:16])[CH3:15])[CH:6]=1.COC1C=CC(P2(SP(C3C=CC(OC)=CC=3)(=S)S2)=[S:29])=CC=1. The catalyst is O1CCCC1. The product is [NH2:1][C:2](=[S:29])[CH2:3][CH2:4][C:5]1[CH:10]=[CH:9][N:8]=[C:7]([NH:11][C:12](=[O:18])[O:13][C:14]([CH3:17])([CH3:16])[CH3:15])[CH:6]=1. The yield is 0.760. (4) The reactants are [N+:1]([C:4]1[C:13]2[C:8](=[CH:9][CH:10]=[CH:11][CH:12]=2)[CH:7]=[CH:6][C:5]=1[NH:14][C:15]1[CH:16]=[C:17]([CH:20]=[CH:21][CH:22]=1)[C:18]#[N:19])([O-])=O.C1COCC1. The catalyst is CO.[C].[Pd]. The product is [NH2:1][C:4]1[C:13]2[C:8](=[CH:9][CH:10]=[CH:11][CH:12]=2)[CH:7]=[CH:6][C:5]=1[NH:14][C:15]1[CH:16]=[C:17]([CH:20]=[CH:21][CH:22]=1)[C:18]#[N:19]. The yield is 0.930. (5) The reactants are [NH2:1][C:2]1[CH:3]=[CH:4][CH:5]=[C:6]2[C:11]=1[NH:10][CH2:9][CH2:8][CH2:7]2.[C:12](O[C:12]([O:14][C:15]([CH3:18])([CH3:17])[CH3:16])=[O:13])([O:14][C:15]([CH3:18])([CH3:17])[CH3:16])=[O:13]. The catalyst is C1COCC1.O.C(OCC)(=O)C. The product is [C:15]([O:14][C:12]([NH:1][C:2]1[CH:3]=[CH:4][CH:5]=[C:6]2[C:11]=1[NH:10][CH2:9][CH2:8][CH2:7]2)=[O:13])([CH3:18])([CH3:17])[CH3:16]. The yield is 0.730. (6) No catalyst specified. The product is [CH:1]1([C:5]([O:7][CH2:14][CH3:15])=[O:6])[CH2:4][CH2:3][CH2:2]1. The yield is 0.690. The reactants are [CH:1]1([C:5]([OH:7])=[O:6])[CH2:4][CH2:3][CH2:2]1.OS(O)(=O)=O.O.[CH3:14][CH2:15]O. (7) The reactants are [NH2:1][C:2]1[CH:3]=[C:4]([C:8]2[N:13]3[N:14]=[C:15]([NH:17][C:18]4[CH:23]=[CH:22][CH:21]=[CH:20][CH:19]=4)[N:16]=[C:12]3[CH:11]=[CH:10][CH:9]=2)[CH:5]=[CH:6][CH:7]=1.N1C=CC=CC=1.[C:30](OC(=O)C)(=[O:32])[CH3:31]. The catalyst is ClCCl. The product is [C:18]1([NH:17][C:15]2[N:16]=[C:12]3[CH:11]=[CH:10][CH:9]=[C:8]([C:4]4[CH:3]=[C:2]([NH:1][C:30](=[O:32])[CH3:31])[CH:7]=[CH:6][CH:5]=4)[N:13]3[N:14]=2)[CH:19]=[CH:20][CH:21]=[CH:22][CH:23]=1. The yield is 0.700. (8) The product is [CH:11]1([C:16]([C:3]2[S:4][C:5]3[CH:10]=[CH:9][CH:8]=[CH:7][C:6]=3[C:2]=2[CH3:1])=[O:17])[CH2:15][CH2:14][CH2:13][CH2:12]1. The catalyst is O. The yield is 0.930. The reactants are [CH3:1][C:2]1[C:6]2[CH:7]=[CH:8][CH:9]=[CH:10][C:5]=2[S:4][CH:3]=1.[CH:11]1([C:16](Cl)=[O:17])[CH2:15][CH2:14][CH2:13][CH2:12]1.[N+](C)([O-])=O.[Cl-].[Al+3].[Cl-].[Cl-]. (9) The reactants are [F:1][C:2]1[CH:7]=[CH:6][C:5]([C:8]2[N:12]([CH3:13])[N:11]=[CH:10][C:9]=2/[CH:14]=[CH:15]/[C:16]([NH:18][C:19]2[CH:24]=[CH:23][C:22]([CH2:25][CH:26]([OH:31])[C:27]([O:29]C)=[O:28])=[CH:21][CH:20]=2)=[O:17])=[CH:4][CH:3]=1.[OH-].[Na+].Cl. The catalyst is CO. The product is [F:1][C:2]1[CH:7]=[CH:6][C:5]([C:8]2[N:12]([CH3:13])[N:11]=[CH:10][C:9]=2/[CH:14]=[CH:15]/[C:16]([NH:18][C:19]2[CH:20]=[CH:21][C:22]([CH2:25][CH:26]([OH:31])[C:27]([OH:29])=[O:28])=[CH:23][CH:24]=2)=[O:17])=[CH:4][CH:3]=1. The yield is 0.620. (10) The reactants are [NH2:1][C:2]1[CH:3]=[C:4]([CH:8]=[CH:9][CH:10]=1)[C:5]([OH:7])=[O:6].[CH:11]([C:14]1[CH:19]=[CH:18][C:17]([N:20]=[C:21]=[O:22])=[CH:16][CH:15]=1)([CH3:13])[CH3:12].O. The catalyst is CN(C)C=O. The product is [CH:11]([C:14]1[CH:19]=[CH:18][C:17]([NH:20][C:21](=[O:22])[NH:1][C:2]2[CH:3]=[C:4]([CH:8]=[CH:9][CH:10]=2)[C:5]([OH:7])=[O:6])=[CH:16][CH:15]=1)([CH3:13])[CH3:12]. The yield is 0.850.